From a dataset of Acute oral toxicity (LD50) regression data from Zhu et al.. Regression/Classification. Given a drug SMILES string, predict its toxicity properties. Task type varies by dataset: regression for continuous values (e.g., LD50, hERG inhibition percentage) or binary classification for toxic/non-toxic outcomes (e.g., AMES mutagenicity, cardiotoxicity, hepatotoxicity). Dataset: ld50_zhu. (1) The compound is CCC(C)c1cccc(OC(=O)NC)c1. The rat oral LD50 is 4.32, given as -log10 of the dose in mol/kg body weight (higher means more acutely toxic). (2) The compound is CCOP(=O)(OCC)SCC(C)(SCC)SCC. The rat oral LD50 is 4.35, given as -log10 of the dose in mol/kg body weight (higher means more acutely toxic). (3) The molecule is C#CCOC(=O)C=C(C)C=CCC(C)CCCC(C)C. The rat oral LD50 is 1.75, given as -log10 of the dose in mol/kg body weight (higher means more acutely toxic). (4) The compound is C=CCc1ccc(O)c(OC)c1. The rat oral LD50 is 1.93, given as -log10 of the dose in mol/kg body weight (higher means more acutely toxic). (5) The rat oral LD50 is 2.28, given as -log10 of the dose in mol/kg body weight (higher means more acutely toxic). The molecule is CC(C)Nc1nc(Cl)nc(NC2CC2)n1. (6) The molecule is CC(=O)c1ccc2c(c1)N(CCCN1CCN(C)CC1)c1ccccc1S2. The rat oral LD50 is 2.77, given as -log10 of the dose in mol/kg body weight (higher means more acutely toxic). (7) The compound is CC1(C)CCC2(C(=O)O)CCC3(C)C(=CCC4C5(C)CCC(OC6OC(CO)C(O)C(O)C6O)C(C)(C)C5CCC43C)C2C1. The rat oral LD50 is 2.62, given as -log10 of the dose in mol/kg body weight (higher means more acutely toxic).